Predict the product of the given reaction. From a dataset of Forward reaction prediction with 1.9M reactions from USPTO patents (1976-2016). (1) The product is: [CH3:29][N:30]([CH2:25][C:24]1[CH:27]=[CH:28][C:21]([CH:13]2[NH:12][C:7]3[C:6]4[C:5](=[N:4][NH:3][C:2](=[O:1])[C:11]=4[CH:10]=[CH:9][CH:8]=3)[CH:14]2[C:15]2[CH:20]=[CH:19][CH:18]=[CH:17][CH:16]=2)=[CH:22][CH:23]=1)[CH3:31]. Given the reactants [O:1]=[C:2]1[C:11]2[CH:10]=[CH:9][CH:8]=[C:7]3[NH:12][CH:13]([C:21]4[CH:28]=[CH:27][C:24]([CH:25]=O)=[CH:23][CH:22]=4)[CH:14]([C:15]4[CH:20]=[CH:19][CH:18]=[CH:17][CH:16]=4)[C:5]([C:6]=23)=[N:4][NH:3]1.[CH3:29][NH:30][CH3:31].[BH4-].[Na+], predict the reaction product. (2) Given the reactants [CH3:1][N:2]1[C:11]2[C:6](=[CH:7][CH:8]=[CH:9][CH:10]=2)[CH:5]=[C:4]([C:12]([O:14]CC)=[O:13])[C:3]1=[O:17].O.[OH-].[Li+].O.C(=O)([O-])O.[Na+], predict the reaction product. The product is: [CH3:1][N:2]1[C:11]2[C:6](=[CH:7][CH:8]=[CH:9][CH:10]=2)[CH:5]=[C:4]([C:12]([OH:14])=[O:13])[C:3]1=[O:17]. (3) Given the reactants [Br:1][C:2]1[CH:3]=[C:4]([CH:8]=[CH:9][C:10]=1[C:11]([N:13]1[CH2:17][CH2:16][CH2:15][CH2:14]1)=[O:12])[C:5]([OH:7])=O.CN(C(ON1N=NC2C=CC=CC1=2)=[N+](C)C)C.[B-](F)(F)(F)F.C(N(C(C)C)CC)(C)C.[Br:49][C:50]1[CH:62]=[CH:61][C:53]2[NH:54][C:55]([C@@H:57]([NH2:60])[CH2:58][OH:59])=[N:56][C:52]=2[CH:51]=1.BrBr, predict the reaction product. The product is: [Br:1][C:2]1[CH:3]=[C:4]([CH:8]=[CH:9][C:10]=1[C:11]([N:13]1[CH2:17][CH2:16][CH2:15][CH2:14]1)=[O:12])[C:5]([NH:60][C@H:57]([C:55]1[NH:54][C:53]2[CH:61]=[CH:62][C:50]([Br:49])=[CH:51][C:52]=2[N:56]=1)[CH2:58][OH:59])=[O:7].